Dataset: CYP2C9 inhibition data for predicting drug metabolism from PubChem BioAssay. Task: Regression/Classification. Given a drug SMILES string, predict its absorption, distribution, metabolism, or excretion properties. Task type varies by dataset: regression for continuous measurements (e.g., permeability, clearance, half-life) or binary classification for categorical outcomes (e.g., BBB penetration, CYP inhibition). Dataset: cyp2c9_veith. (1) The molecule is O=C(CCCN1CCC2(CC1)C(=O)N(Cc1cccc(F)c1)CN2c1ccccc1)c1ccc(F)cc1. The result is 0 (non-inhibitor). (2) The compound is Nc1nc(N)c(N=Nc2ccc(C(=O)O)c(O)c2)c(N)n1. The result is 0 (non-inhibitor). (3) The drug is O=C(O)c1nnsc1-c1csnn1. The result is 0 (non-inhibitor).